This data is from Full USPTO retrosynthesis dataset with 1.9M reactions from patents (1976-2016). The task is: Predict the reactants needed to synthesize the given product. (1) Given the product [CH3:1][N:2]1[C:10]2[C:5](=[CH:6][C:7]([NH:11][C:12]([NH:14][C:15]3[CH:16]=[C:17]([CH:28]=[CH:29][CH:30]=3)[O:18][C:19]3[CH:24]=[CH:23][N:22]=[C:21]([C:25]([NH:31][N:32]4[CH2:37][CH2:36][O:35][CH2:34][CH2:33]4)=[O:26])[CH:20]=3)=[O:13])=[CH:8][CH:9]=2)[CH:4]=[N:3]1, predict the reactants needed to synthesize it. The reactants are: [CH3:1][N:2]1[C:10]2[C:5](=[CH:6][C:7]([NH:11][C:12]([NH:14][C:15]3[CH:16]=[C:17]([CH:28]=[CH:29][CH:30]=3)[O:18][C:19]3[CH:24]=[CH:23][N:22]=[C:21]([C:25](O)=[O:26])[CH:20]=3)=[O:13])=[CH:8][CH:9]=2)[CH:4]=[N:3]1.[NH2:31][N:32]1[CH2:37][CH2:36][O:35][CH2:34][CH2:33]1.C1C=CC2N(O)N=NC=2C=1.CCN=C=NCCCN(C)C.CN1CCOCC1. (2) Given the product [Cl:1][C:2]1[CH:18]=[C:17]([C:19]([F:20])([F:22])[F:21])[CH:16]=[CH:15][C:3]=1[O:4][C:5]1[CH:13]=[C:12]2[C:8]([CH:9]=[CH:10][C:11]2=[O:14])=[CH:7][CH:6]=1, predict the reactants needed to synthesize it. The reactants are: [Cl:1][C:2]1[CH:18]=[C:17]([C:19]([F:22])([F:21])[F:20])[CH:16]=[CH:15][C:3]=1[O:4][C:5]1[CH:13]=[C:12]2[C:8]([CH2:9][CH2:10][C:11]2=[O:14])=[CH:7][CH:6]=1.C(N(CC)CC)C.FC(F)(F)S(O[Si](C)(C)C)(=O)=O. (3) Given the product [CH2:17]([C:12]1[C:11]([OH:14])=[C:10]2[C:5]([CH:6]=[CH:7][CH:8]=[N:9]2)=[C:4]([F:3])[CH:13]=1)[CH:16]=[CH2:15], predict the reactants needed to synthesize it. The reactants are: [H-].[Na+].[F:3][C:4]1[CH:13]=[CH:12][C:11]([OH:14])=[C:10]2[C:5]=1[CH:6]=[CH:7][CH:8]=[N:9]2.[CH2:15](Br)[CH:16]=[CH2:17].O. (4) Given the product [Cl:21][C:14]1[N:13]=[C:12]2[C:17]([N:18]=[CH:19][N:11]2[C@@H:9]2[CH2:10][C@H:6]([N:23]3[CH:27]=[C:26]([CH2:28][OH:29])[CH:25]=[N:24]3)[CH:7]=[CH:8]2)=[C:16]([Cl:20])[N:15]=1, predict the reactants needed to synthesize it. The reactants are: C(OC(=O)O[C@H:6]1[CH2:10][C@@H:9]([N:11]2[CH:19]=[N:18][C:17]3[C:12]2=[N:13][C:14]([Cl:21])=[N:15][C:16]=3[Cl:20])[CH:8]=[CH:7]1)C.[NH:23]1[CH:27]=[C:26]([CH2:28][OH:29])[CH:25]=[N:24]1.C1(P(C2C=CC=CC=2)C2C=CC=CC=2)C=CC=CC=1. (5) Given the product [Cl:1][C:2]1[C:3](=[O:24])[N:4]([CH2:11][CH2:12][CH2:13][C:14]2[CH:23]=[CH:22][C:17]([C:18]([O:20][CH3:21])=[O:19])=[CH:16][CH:15]=2)[C:5]([CH:9]=[O:10])=[C:6]([Cl:8])[CH:7]=1, predict the reactants needed to synthesize it. The reactants are: [Cl:1][C:2]1[C:3](=[O:24])[N:4]([CH2:11][CH2:12][CH2:13][C:14]2[CH:23]=[CH:22][C:17]([C:18]([O:20][CH3:21])=[O:19])=[CH:16][CH:15]=2)[C:5]([CH2:9][OH:10])=[C:6]([Cl:8])[CH:7]=1. (6) Given the product [CH3:1][CH2:2][CH2:3][CH2:4][CH2:5][NH:6][C:7]([NH:9]/[N:10]=[CH:11]/[C:12]1[C:16]2[CH:17]=[C:18]([O:21][CH3:22])[CH:19]=[CH:20][C:15]=2[NH:14][CH:13]=1)=[NH:8].[CH:24](/[C:23]([OH:30])=[O:29])=[CH:25]/[C:26]([OH:28])=[O:27], predict the reactants needed to synthesize it. The reactants are: [CH3:1][CH2:2][CH2:3][CH2:4][CH2:5][NH:6][C:7]([NH:9]/[N:10]=[CH:11]/[C:12]1[C:16]2[CH:17]=[C:18]([O:21][CH3:22])[CH:19]=[CH:20][C:15]=2[NH:14][CH:13]=1)=[NH:8].[C:23]([OH:30])(=[O:29])/[CH:24]=[CH:25]\[C:26]([OH:28])=[O:27]. (7) Given the product [CH:55]1([C:58]2[O:62][N:61]=[C:60]([CH2:63][NH:64][C:20]([C:10]3[N:11]=[N:12][C:13]([O:14][CH2:15][C:16]([F:17])([F:18])[F:19])=[C:8]([C:5]4[CH:4]=[CH:3][C:2]([Cl:1])=[CH:7][CH:6]=4)[CH:9]=3)=[O:21])[N:59]=2)[CH2:57][CH2:56]1, predict the reactants needed to synthesize it. The reactants are: [Cl:1][C:2]1[CH:7]=[CH:6][C:5]([C:8]2[CH:9]=[C:10]([C:20](O)=[O:21])[N:11]=[N:12][C:13]=2[O:14][CH2:15][C:16]([F:19])([F:18])[F:17])=[CH:4][CH:3]=1.CN1CCOCC1.CN(C(ON1N=NC2C=CC=CC1=2)=[N+](C)C)C.F[P-](F)(F)(F)(F)F.Cl.[CH:55]1([C:58]2[O:62][N:61]=[C:60]([CH2:63][NH2:64])[N:59]=2)[CH2:57][CH2:56]1.